Dataset: NCI-60 drug combinations with 297,098 pairs across 59 cell lines. Task: Regression. Given two drug SMILES strings and cell line genomic features, predict the synergy score measuring deviation from expected non-interaction effect. (1) Synergy scores: CSS=43.1, Synergy_ZIP=-3.83, Synergy_Bliss=-2.97, Synergy_Loewe=-5.75, Synergy_HSA=-1.88. Drug 2: CCC1=C2N=C(C=C(N2N=C1)NCC3=C[N+](=CC=C3)[O-])N4CCCCC4CCO. Cell line: OVCAR3. Drug 1: C1CC(C1)(C(=O)O)C(=O)O.[NH2-].[NH2-].[Pt+2]. (2) Drug 1: C1CN1P(=S)(N2CC2)N3CC3. Drug 2: CC1=C2C(C(=O)C3(C(CC4C(C3C(C(C2(C)C)(CC1OC(=O)C(C(C5=CC=CC=C5)NC(=O)OC(C)(C)C)O)O)OC(=O)C6=CC=CC=C6)(CO4)OC(=O)C)O)C)O. Cell line: MALME-3M. Synergy scores: CSS=-0.907, Synergy_ZIP=1.13, Synergy_Bliss=2.94, Synergy_Loewe=-0.711, Synergy_HSA=-2.06.